Dataset: Catalyst prediction with 721,799 reactions and 888 catalyst types from USPTO. Task: Predict which catalyst facilitates the given reaction. Reactant: Cl.C(OC(=O)[N:8]([CH2:36][CH2:37][C:38]1[CH:43]=[CH:42][CH:41]=[C:40]([Br:44])[CH:39]=1)[C@H:9]([C:11]1[CH:16]=[CH:15][CH:14]=[C:13]([CH2:17][O:18][C:19]2[C:28]3[C:23](=[CH:24][CH:25]=[CH:26][CH:27]=3)[C:22]3=[N:29][NH:30][CH:31]([C:32]([F:35])([F:34])[F:33])[N:21]3[N:20]=2)[N:12]=1)[CH3:10])(C)(C)C. Product: [Br:44][C:40]1[CH:39]=[C:38]([CH2:37][CH2:36][NH:8][C@H:9]([C:11]2[CH:16]=[CH:15][CH:14]=[C:13]([CH2:17][O:18][C:19]3[C:28]4[C:23](=[CH:24][CH:25]=[CH:26][CH:27]=4)[C:22]4=[N:29][NH:30][CH:31]([C:32]([F:33])([F:34])[F:35])[N:21]4[N:20]=3)[N:12]=2)[CH3:10])[CH:43]=[CH:42][CH:41]=1. The catalyst class is: 12.